Dataset: Forward reaction prediction with 1.9M reactions from USPTO patents (1976-2016). Task: Predict the product of the given reaction. Given the reactants [C:1]([O:5][C:6]([N:8]1[CH2:13][CH2:12][CH:11]([NH:14][C:15]2[CH:20]=[C:19]([Cl:21])[N:18]=[N:17][C:16]=2[NH:22][NH2:23])[CH2:10][CH2:9]1)=[O:7])([CH3:4])([CH3:3])[CH3:2].[CH3:24][C:25](O)=O.CC(OC(C)=O)=O, predict the reaction product. The product is: [C:1]([O:5][C:6]([N:8]1[CH2:9][CH2:10][CH:11]([NH:14][C:15]2[C:16]3[N:17]([C:24]([CH3:25])=[N:23][N:22]=3)[N:18]=[C:19]([Cl:21])[CH:20]=2)[CH2:12][CH2:13]1)=[O:7])([CH3:4])([CH3:2])[CH3:3].